This data is from Reaction yield outcomes from USPTO patents with 853,638 reactions. The task is: Predict the reaction yield, written as a fraction of the theoretical maximum amount of product (1.0 means a 100% yield; for example, 0.34 means a 34% yield). (1) The reactants are [Cl:1][C:2]1[CH:9]=[CH:8][CH:7]=[C:6](F)[C:3]=1[CH:4]=[O:5].[NH:11]1[CH2:16][CH2:15][O:14][CH2:13][CH2:12]1.C(=O)([O-])[O-].[K+].[K+].CS(C)=O. The catalyst is O. The product is [Cl:1][C:2]1[CH:9]=[CH:8][CH:7]=[C:6]([N:11]2[CH2:16][CH2:15][O:14][CH2:13][CH2:12]2)[C:3]=1[CH:4]=[O:5]. The yield is 0.440. (2) No catalyst specified. The yield is 0.370. The product is [Cl:1][C:2]1[CH:3]=[C:4]([S:9]([CH:12]2[CH2:17][CH2:16][N:15]([C:19]3[CH:24]=[CH:23][C:22]([C:25]([F:28])([F:27])[F:26])=[CH:21][N:20]=3)[CH2:14][CH2:13]2)(=[O:11])=[O:10])[CH:5]=[CH:6][C:7]=1[Cl:8]. The reactants are [Cl:1][C:2]1[CH:3]=[C:4]([S:9]([CH:12]2[CH2:17][CH2:16][NH:15][CH2:14][CH2:13]2)(=[O:11])=[O:10])[CH:5]=[CH:6][C:7]=1[Cl:8].Cl[C:19]1[CH:24]=[CH:23][C:22]([C:25]([F:28])([F:27])[F:26])=[CH:21][N:20]=1. (3) The reactants are [CH3:1][S:2]([C:5]1[CH:10]=[CH:9][C:8]([CH2:11][CH2:12][C:13]([O:15][CH3:16])=[O:14])=[CH:7][CH:6]=1)(=[NH:4])=[O:3].[CH3:17][C:18]1[CH:22]=[CH:21][O:20][C:19]=1[C:23]([NH:25][C:26]1[CH:27]=[C:28]([C:32]#[C:33][C:34]2[CH:35]=[N:36][CH:37]=[C:38]([CH:42]=2)[C:39](O)=[O:40])[CH:29]=[CH:30][CH:31]=1)=[O:24]. No catalyst specified. The product is [CH3:1][S:2]([C:5]1[CH:6]=[CH:7][C:8]([CH2:11][CH2:12][C:13]([O:15][CH3:16])=[O:14])=[CH:9][CH:10]=1)(=[N:4][C:39]([C:38]1[CH:37]=[N:36][CH:35]=[C:34]([C:33]#[C:32][C:28]2[CH:29]=[CH:30][CH:31]=[C:26]([NH:25][C:23]([C:19]3[O:20][CH:21]=[CH:22][C:18]=3[CH3:17])=[O:24])[CH:27]=2)[CH:42]=1)=[O:40])=[O:3]. The yield is 0.860. (4) The reactants are C1(=O)O[CH2:4][CH2:3][O:2]1.[Cl:7][C:8]1[C:13]([C:14]2[NH:15][CH:16]=[C:17]([C:19]3[N:20]([CH:24]([CH3:26])[CH3:25])[N:21]=[CH:22][N:23]=3)[N:18]=2)=[CH:12][N:11]=[C:10]([O:27][CH3:28])[CH:9]=1. The catalyst is C(Cl)Cl. The product is [Cl:7][C:8]1[CH:9]=[C:10]([O:27][CH3:28])[N:11]=[CH:12][C:13]=1[C:14]1[N:15]([CH2:4][CH2:3][OH:2])[CH:16]=[C:17]([C:19]2[N:20]([CH:24]([CH3:25])[CH3:26])[N:21]=[CH:22][N:23]=2)[N:18]=1. The yield is 0.750. (5) The reactants are FC(F)(F)C(O)=O.[CH3:8][N:9]([CH2:17][C@H:18]1[CH2:21][C@H:20]([O:22][C:23]2[CH:28]=[CH:27][C:26]([CH2:29][N:30]3[CH2:34][CH2:33][CH2:32][CH2:31]3)=[CH:25][CH:24]=2)[CH2:19]1)C(=O)OC(C)(C)C. The catalyst is ClCCl. The product is [CH3:8][NH:9][CH2:17][C@H:18]1[CH2:21][C@H:20]([O:22][C:23]2[CH:28]=[CH:27][C:26]([CH2:29][N:30]3[CH2:34][CH2:33][CH2:32][CH2:31]3)=[CH:25][CH:24]=2)[CH2:19]1. The yield is 0.740. (6) The reactants are [NH2:1][CH2:2][CH2:3][OH:4].S=[C:6]1[NH:12][C:11]2[CH:13]=[CH:14][CH:15]=[CH:16][C:10]=2[CH2:9][N:8]([C:17]([O:19][C:20]([CH3:23])([CH3:22])[CH3:21])=[O:18])[CH2:7]1. The catalyst is C(OC(=O)C)C. The product is [C:20]([O:19][C:17]([N:8]1[CH2:9][C:10]2[CH:16]=[CH:15][CH:14]=[CH:13][C:11]=2[N:12]=[C:6]([NH:1][CH2:2][CH2:3][OH:4])[CH2:7]1)=[O:18])([CH3:23])([CH3:21])[CH3:22]. The yield is 0.900. (7) The reactants are [NH:1]1[CH2:6][CH2:5][CH:4]([C:7]([N:9]2[CH2:14][CH2:13][N:12]([C:15]3[CH:20]=[CH:19][N:18]=[CH:17][CH:16]=3)[CH2:11][CH2:10]2)=[O:8])[CH2:3][CH2:2]1.[Br:21][C:22]1[CH:23]=[C:24]2[C:29](=[CH:30][CH:31]=1)[CH:28]=[C:27]([S:32](Cl)(=[O:34])=[O:33])[CH:26]=[CH:25]2. No catalyst specified. The product is [Br:21][C:22]1[CH:23]=[C:24]2[C:29](=[CH:30][CH:31]=1)[CH:28]=[C:27]([S:32]([N:1]1[CH2:6][CH2:5][CH:4]([C:7]([N:9]3[CH2:14][CH2:13][N:12]([C:15]4[CH:16]=[CH:17][N:18]=[CH:19][CH:20]=4)[CH2:11][CH2:10]3)=[O:8])[CH2:3][CH2:2]1)(=[O:34])=[O:33])[CH:26]=[CH:25]2. The yield is 0.200. (8) The reactants are [Br:1][C:2]1[CH:7]=[CH:6][C:5]([CH3:8])=[CH:4][C:3]=1[N+:9]([O-])=O.O.O.[Sn](Cl)(Cl)(Cl)Cl. No catalyst specified. The product is [Br:1][C:2]1[CH:7]=[CH:6][C:5]([CH3:8])=[CH:4][C:3]=1[NH2:9]. The yield is 0.940. (9) The reactants are [CH3:1][N:2]1[CH:7]=[C:6](B2OC(C)(C)C(C)(C)O2)[C:5]2[CH:17]=[CH:18][N:19]([S:20]([C:23]3[CH:29]=[CH:28][C:26]([CH3:27])=[CH:25][CH:24]=3)(=[O:22])=[O:21])[C:4]=2[C:3]1=[O:30].[Br:31][C:32]1[CH:37]=[CH:36][C:35](I)=[C:34]([O:39][CH3:40])[CH:33]=1.[O-]P([O-])([O-])=O.[K+].[K+].[K+]. The catalyst is C1C=CC(/C=C/C(/C=C/C2C=CC=CC=2)=O)=CC=1.C1C=CC(/C=C/C(/C=C/C2C=CC=CC=2)=O)=CC=1.C1C=CC(/C=C/C(/C=C/C2C=CC=CC=2)=O)=CC=1.[Pd].[Pd]. The product is [Br:31][C:32]1[CH:37]=[CH:36][C:35]([C:6]2[C:5]3[CH:17]=[CH:18][N:19]([S:20]([C:23]4[CH:24]=[CH:25][C:26]([CH3:27])=[CH:28][CH:29]=4)(=[O:21])=[O:22])[C:4]=3[C:3](=[O:30])[N:2]([CH3:1])[CH:7]=2)=[C:34]([O:39][CH3:40])[CH:33]=1. The yield is 0.880. (10) The reactants are C([O:3][C:4](=[O:41])[CH2:5][C@H:6]1[CH2:11][CH2:10][C@H:9]([NH:12][C:13](=[O:40])[CH:14]([CH:34]2[CH2:39][CH2:38][CH2:37][CH2:36][CH2:35]2)[N:15]2[C:19]3[CH:20]=[CH:21][C:22]([F:24])=[CH:23][C:18]=3[N:17]=[C:16]2[C@H:25]([O:32][CH3:33])[C:26]2[CH:31]=[CH:30][CH:29]=[CH:28][CH:27]=2)[CH2:8][CH2:7]1)C.[Li+].[OH-].Cl. The catalyst is C(#N)C. The product is [CH:34]1([CH:14]([N:15]2[C:19]3[CH:20]=[CH:21][C:22]([F:24])=[CH:23][C:18]=3[N:17]=[C:16]2[C@H:25]([O:32][CH3:33])[C:26]2[CH:31]=[CH:30][CH:29]=[CH:28][CH:27]=2)[C:13]([NH:12][C@H:9]2[CH2:8][CH2:7][C@H:6]([CH2:5][C:4]([OH:41])=[O:3])[CH2:11][CH2:10]2)=[O:40])[CH2:39][CH2:38][CH2:37][CH2:36][CH2:35]1. The yield is 0.760.